The task is: Predict the reaction yield, written as a fraction of the theoretical maximum amount of product (1.0 means a 100% yield; for example, 0.34 means a 34% yield).. This data is from Reaction yield outcomes from USPTO patents with 853,638 reactions. The reactants are [CH3:1][C:2]1([OH:12])[CH2:11][CH2:10][C:5]2(OCC[O:6]2)[CH2:4][CH2:3]1.Cl.C(=O)([O-])[O-].[Na+].[Na+]. The catalyst is CC(C)=O.O. The product is [OH:12][C:2]1([CH3:1])[CH2:11][CH2:10][C:5](=[O:6])[CH2:4][CH2:3]1. The yield is 0.840.